The task is: Predict the reactants needed to synthesize the given product.. This data is from Full USPTO retrosynthesis dataset with 1.9M reactions from patents (1976-2016). (1) Given the product [Br:1][C:2]1[CH:3]=[CH:4][C:5]([O:10][CH2:18][CH2:19][O:20][Si:21]([C:24]([CH3:27])([CH3:26])[CH3:25])([CH3:23])[CH3:22])=[C:6]([CH:9]=1)[CH:7]=[O:8], predict the reactants needed to synthesize it. The reactants are: [Br:1][C:2]1[CH:3]=[CH:4][C:5]([OH:10])=[C:6]([CH:9]=1)[CH:7]=[O:8].C([O-])([O-])=O.[K+].[K+].Br[CH2:18][CH2:19][O:20][Si:21]([C:24]([CH3:27])([CH3:26])[CH3:25])([CH3:23])[CH3:22].O. (2) Given the product [ClH:1].[ClH:1].[N:15]1([C:19]2[CH:18]=[C:23]([CH:22]=[CH:21][CH:20]=2)[C:2]#[N:3])[CH2:33][CH2:27][NH:26][CH2:25][CH2:24]1, predict the reactants needed to synthesize it. The reactants are: [ClH:1].[CH3:2][N:3](C)CCCN=C=NCC.O.O[N:15]1[C:19]2[CH:20]=[CH:21][CH:22]=[CH:23][C:18]=2N=N1.[CH3:24][C:25]1[NH:26][C:27]([C:33]2C=CC=CC=2)=C(C(O)=O)N=1.C(N(CC)CC)C.